From a dataset of Reaction yield outcomes from USPTO patents with 853,638 reactions. Predict the reaction yield, written as a fraction of the theoretical maximum amount of product (1.0 means a 100% yield; for example, 0.34 means a 34% yield). (1) The reactants are [Cl:1][C:2]1[CH:7]=[C:6]([O:8][CH3:9])[CH:5]=[CH:4][C:3]=1[C:10]1[N:14]2[N:15]=[C:16]([CH3:20])[CH:17]=[C:18](O)[C:13]2=[CH:12][C:11]=1[CH3:21].P(Br)(Br)[Br:23].C([O-])(O)=O.[Na+]. The catalyst is BrC1C=CC=CC=1.C(Cl)(Cl)Cl. The product is [Br:23][C:18]1[C:13]2[N:14]([C:10]([C:3]3[CH:4]=[CH:5][C:6]([O:8][CH3:9])=[CH:7][C:2]=3[Cl:1])=[C:11]([CH3:21])[CH:12]=2)[N:15]=[C:16]([CH3:20])[CH:17]=1. The yield is 0.900. (2) The reactants are C(O)(=O)C.[C:5]([C:7]1[CH:14]=[CH:13][C:10](C=O)=[CH:9][CH:8]=1)#[CH:6].[NH:15]1[CH2:19][CH2:18][CH2:17][CH2:16]1.[BH-](OC(C)=O)(OC(C)=O)OC(C)=O.[Na+]. The catalyst is ClCCCl. The product is [C:5]([C:7]1[CH:8]=[CH:9][C:10]([N:15]2[CH2:19][CH2:18][CH2:17][CH2:16]2)=[CH:13][CH:14]=1)#[CH:6]. The yield is 1.00.